From a dataset of Full USPTO retrosynthesis dataset with 1.9M reactions from patents (1976-2016). Predict the reactants needed to synthesize the given product. (1) Given the product [Br:1][C:2]1[C:3]([CH3:22])=[C:4]([C:12]2[CH:17]=[CH:16][CH:15]=[C:14]([C:18]([F:20])([F:19])[F:21])[CH:13]=2)[C:5]2[N:6]([C:8](=[O:11])[N:9]([CH2:37][C:36]3[CH:35]=[CH:34][C:33]([S:30]([CH3:29])(=[O:32])=[O:31])=[CH:40][CH:39]=3)[N:10]=2)[CH:7]=1, predict the reactants needed to synthesize it. The reactants are: [Br:1][C:2]1[C:3]([CH3:22])=[C:4]([C:12]2[CH:17]=[CH:16][CH:15]=[C:14]([C:18]([F:21])([F:20])[F:19])[CH:13]=2)[C:5]2[N:6]([C:8](=[O:11])[NH:9][N:10]=2)[CH:7]=1.C(=O)([O-])[O-].[Cs+].[Cs+].[CH3:29][S:30]([C:33]1[CH:40]=[CH:39][C:36]([CH2:37]Br)=[CH:35][CH:34]=1)(=[O:32])=[O:31].O. (2) Given the product [CH3:22][O:23][C:24](=[O:35])[C:25]1[CH:26]=[CH:27][C:28]([S:31]([N:8]2[C:9]3[C:14](=[CH:13][CH:12]=[CH:11][CH:10]=3)[C:6]([CH:1]3[CH2:2][CH2:3][CH2:4][CH2:5]3)=[N:7]2)(=[O:32])=[O:33])=[CH:29][CH:30]=1, predict the reactants needed to synthesize it. The reactants are: [CH:1]1([C:6]2[C:14]3[C:9](=[CH:10][CH:11]=[CH:12][CH:13]=3)[NH:8][N:7]=2)[CH2:5][CH2:4][CH2:3][CH2:2]1.C(N(CC)CC)C.[CH3:22][O:23][C:24](=[O:35])[C:25]1[CH:30]=[CH:29][C:28]([S:31](Cl)(=[O:33])=[O:32])=[CH:27][CH:26]=1. (3) Given the product [Cl:1][C:2]1[CH:3]=[CH:4][C:5]2[N:11]3[CH:12]=[CH:13][N:14]=[C:10]3[C@H:9]([CH2:15][CH:16]3[O:20][CH2:19][CH2:18][O:17]3)[O:8][C@@H:7]([C:21]3[CH:26]=[CH:25][CH:24]=[C:23]([O:27][CH3:28])[C:22]=3[O:29][CH3:30])[C:6]=2[CH:31]=1, predict the reactants needed to synthesize it. The reactants are: [Cl:1][C:2]1[CH:3]=[CH:4][C:5]2[N:11]3[CH:12]=[CH:13][N:14]=[C:10]3[C@@H:9]([CH2:15][CH:16]3[O:20][CH2:19][CH2:18][O:17]3)[O:8][C@H:7]([C:21]3[CH:26]=[CH:25][CH:24]=[C:23]([O:27][CH3:28])[C:22]=3[O:29][CH3:30])[C:6]=2[CH:31]=1.CCCCCC.C(O)(C)C. (4) Given the product [OH:6][C:7]1[CH:8]=[C:9]([CH3:16])[C:10]([CH:11]=[O:12])=[C:13]([CH3:15])[CH:14]=1, predict the reactants needed to synthesize it. The reactants are: C([Si](C)(C)[O:6][C:7]1[CH:14]=[C:13]([CH3:15])[C:10]([CH:11]=[O:12])=[C:9]([CH3:16])[CH:8]=1)(C)(C)C.CCCC[N+](CCCC)(CCCC)CCCC.[F-]. (5) Given the product [F:34][CH:2]([F:1])[C:3]1[N:7]([C:8]2[N:13]=[C:12]([N:14]([CH3:21])[CH:15]3[CH2:20][CH2:19][N:18]([S:43]([CH3:42])(=[O:45])=[O:44])[CH2:17][CH2:16]3)[CH:11]=[C:10]([N:22]3[CH2:27][CH2:26][O:25][CH2:24][CH2:23]3)[N:9]=2)[C:6]2[CH:28]=[CH:29][CH:30]=[C:31]([O:32][CH3:33])[C:5]=2[N:4]=1, predict the reactants needed to synthesize it. The reactants are: [F:1][CH:2]([F:34])[C:3]1[N:7]([C:8]2[N:13]=[C:12]([N:14]([CH3:21])[CH:15]3[CH2:20][CH2:19][NH:18][CH2:17][CH2:16]3)[CH:11]=[C:10]([N:22]3[CH2:27][CH2:26][O:25][CH2:24][CH2:23]3)[N:9]=2)[C:6]2[CH:28]=[CH:29][CH:30]=[C:31]([O:32][CH3:33])[C:5]=2[N:4]=1.CCN(CC)CC.[CH3:42][S:43](Cl)(=[O:45])=[O:44].